From a dataset of Forward reaction prediction with 1.9M reactions from USPTO patents (1976-2016). Predict the product of the given reaction. (1) Given the reactants [O:1]1[C:6]2[CH:7]=[CH:8][CH:9]=[CH:10][C:5]=2[O:4][CH2:3][C@@H:2]1[C:11]([N:13]1[CH2:18][CH2:17][CH2:16][C@H:15]([C:19]2[CH:24]=[CH:23][CH:22]=[C:21]([O:25][CH2:26][F:27])[CH:20]=2)[CH2:14]1)=O, predict the reaction product. The product is: [O:1]1[C:6]2[CH:7]=[CH:8][CH:9]=[CH:10][C:5]=2[O:4][CH2:3][C@@H:2]1[CH2:11][N:13]1[CH2:18][CH2:17][CH2:16][C@H:15]([C:19]2[CH:24]=[CH:23][CH:22]=[C:21]([O:25][CH2:26][F:27])[CH:20]=2)[CH2:14]1. (2) Given the reactants [Br:1][C:2]1[CH:3]=[CH:4][C:5]([C:11](=[O:21])[C:12]2[CH:17]=[CH:16][CH:15]=[C:14]([O:18][CH3:19])[C:13]=2[CH3:20])=[C:6]([CH:10]=1)[C:7]([OH:9])=O.BrC1C=CC(C(O)=O)=C(C(=O)C2C=CC=C(OC)C=2C)C=1.C(Cl)(=O)C(Cl)=O.C(N(CC)CC)C.[CH3:56][NH:57][CH2:58][CH2:59][OH:60], predict the reaction product. The product is: [Br:1][C:2]1[CH:3]=[CH:4][C:5]([C:11](=[O:21])[C:12]2[CH:17]=[CH:16][CH:15]=[C:14]([O:18][CH3:19])[C:13]=2[CH3:20])=[C:6]([CH:10]=1)[C:7]([N:57]([CH2:58][CH2:59][OH:60])[CH3:56])=[O:9]. (3) Given the reactants [C:1]([N:4]1[C:13]2[C:8](=[CH:9][C:10]([N:14]3[CH2:19][CH2:18][N:17](C(OC(C)(C)C)=O)[CH2:16][CH2:15]3)=[CH:11][CH:12]=2)[C@H:7]([NH:27][C:28]2[CH:33]=[CH:32][C:31]([C:34]#[N:35])=[CH:30][CH:29]=2)[C@@H:6]([CH3:36])[C@@H:5]1[CH3:37])(=[O:3])[CH3:2].C(O)(C(F)(F)F)=O, predict the reaction product. The product is: [C:1]([N:4]1[C:13]2[C:8](=[CH:9][C:10]([N:14]3[CH2:15][CH2:16][NH:17][CH2:18][CH2:19]3)=[CH:11][CH:12]=2)[C@H:7]([NH:27][C:28]2[CH:29]=[CH:30][C:31]([C:34]#[N:35])=[CH:32][CH:33]=2)[C@@H:6]([CH3:36])[C@@H:5]1[CH3:37])(=[O:3])[CH3:2]. (4) The product is: [N:20]1[CH:25]=[CH:24][CH:23]=[CH:22][C:21]=1[CH:26]([NH:28][CH2:16][C:8]1[N:7]([CH2:6][O:5][CH2:4][CH2:3][Si:2]([CH3:19])([CH3:18])[CH3:1])[C:11]2[CH:12]=[CH:13][CH:14]=[CH:15][C:10]=2[N:9]=1)[CH3:27]. Given the reactants [CH3:1][Si:2]([CH3:19])([CH3:18])[CH2:3][CH2:4][O:5][CH2:6][N:7]1[C:11]2[CH:12]=[CH:13][CH:14]=[CH:15][C:10]=2[N:9]=[C:8]1[CH:16]=O.[N:20]1[CH:25]=[CH:24][CH:23]=[CH:22][C:21]=1[CH:26]([NH2:28])[CH3:27].[BH-](OC(C)=O)(OC(C)=O)OC(C)=O.[Na+], predict the reaction product. (5) Given the reactants Br[C:2]1[C:10]2[CH:9]=[C:8]([C:11]([O:13][CH3:14])=[O:12])[S:7][C:6]=2[CH:5]=[CH:4][CH:3]=1.[CH3:15]B(O)O.P([O-])([O-])([O-])=O.[K+].[K+].[K+].O1CCOCC1, predict the reaction product. The product is: [CH3:15][C:2]1[C:10]2[CH:9]=[C:8]([C:11]([O:13][CH3:14])=[O:12])[S:7][C:6]=2[CH:5]=[CH:4][CH:3]=1.